This data is from Forward reaction prediction with 1.9M reactions from USPTO patents (1976-2016). The task is: Predict the product of the given reaction. Given the reactants CN(C)C=O.I[C:7]1[C:12]([O:13][C:14]2[C:23]3[C:18](=[CH:19][C:20]([O:26][CH3:27])=[C:21]([O:24][CH3:25])[CH:22]=3)[N:17]=[CH:16][CH:15]=2)=[CH:11][CH:10]=[C:9]([CH3:28])[N:8]=1.C([Sn](CCCC)(CCCC)[C:34]1[S:35][CH:36]=[CH:37][N:38]=1)CCC, predict the reaction product. The product is: [CH3:25][O:24][C:21]1[CH:22]=[C:23]2[C:18](=[CH:19][C:20]=1[O:26][CH3:27])[N:17]=[CH:16][CH:15]=[C:14]2[O:13][C:12]1[C:7]([C:34]2[S:35][CH:36]=[CH:37][N:38]=2)=[N:8][C:9]([CH3:28])=[CH:10][CH:11]=1.